Task: Predict which catalyst facilitates the given reaction.. Dataset: Catalyst prediction with 721,799 reactions and 888 catalyst types from USPTO (1) Reactant: [NH2:1][C:2]1[CH:3]=[N:4][CH:5]=[CH:6][C:7]=1[C:8]1[N:13]=[C:12]([CH3:14])[N:11]=[C:10]([NH:15][C:16](=[O:22])[O:17][C:18]([CH3:21])([CH3:20])[CH3:19])[CH:9]=1.[NH2:23][C:24]1[C:25]([C:32](O)=[O:33])=[N:26][C:27]([Br:31])=[C:28]([F:30])[CH:29]=1.C(Cl)CCl.C1C=NC2N(O)N=NC=2C=1. Product: [NH2:23][C:24]1[C:25]([C:32]([NH:1][C:2]2[CH:3]=[N:4][CH:5]=[CH:6][C:7]=2[C:8]2[N:13]=[C:12]([CH3:14])[N:11]=[C:10]([NH:15][C:16](=[O:22])[O:17][C:18]([CH3:19])([CH3:21])[CH3:20])[CH:9]=2)=[O:33])=[N:26][C:27]([Br:31])=[C:28]([F:30])[CH:29]=1. The catalyst class is: 3. (2) Reactant: [N:1]1[CH:6]=[CH:5][CH:4]=[CH:3][CH:2]=1.CC12CC3(C45CC6(C)CC(C)(CC(C(Cl)=O)(C6)C4)C5)CC(C)(CC([C:34](Cl)=[O:35])(C3)C1)C2.[C:37](Cl)(=O)C1C=CC=CC=1.O. Product: [O:35]1[C:34]2[CH:2]=[CH:3][CH:4]=[CH:5][C:6]=2[N:1]=[CH:37]1. The catalyst class is: 60. (3) Reactant: [C:1]([O:4][CH:5]1[CH2:18][CH2:17][CH:16]2[CH:7]([C:8]3[C:13]([C:14]([C:19]4[CH:27]=[CH:26][C:22]([C:23]([OH:25])=O)=[CH:21][CH:20]=4)=[N:15]2)=[CH:12][C:11]([O:28][CH3:29])=[C:10]([O:30][CH3:31])[CH:9]=3)[CH2:6]1)(=[O:3])[CH3:2].[CH3:32][S:33][C:34]([NH2:36])=[NH:35].OS(O)(=O)=O.Cl.C(N=C=NCCCN(C)C)C.C(N(C(C)C)C(C)C)C. Product: [CH3:29][O:28][C:11]1[CH:12]=[C:13]2[C:8](=[CH:9][C:10]=1[O:30][CH3:31])[CH:7]1[CH:16]([CH2:17][CH2:18][CH:5]([O:4][C:1](=[O:3])[CH3:2])[CH2:6]1)[N:15]=[C:14]2[C:19]1[CH:27]=[CH:26][C:22]([C:23]([NH:36][C:34](=[NH:35])[S:33][CH3:32])=[O:25])=[CH:21][CH:20]=1. The catalyst class is: 594. (4) Reactant: [NH2:1][C@@H:2]1[C:11]2[C:6](=[CH:7][CH:8]=[CH:9][CH:10]=2)[C@H:5]([OH:12])[CH2:4][CH2:3]1.[H-].[Na+].[CH2:15]1[C:17]2([CH2:22][CH2:21][CH2:20][CH2:19][N:18]2[C:23]2[N:27]3[CH:28]=[C:29](F)[CH:30]=[CH:31][C:26]3=[N:25][N:24]=2)[CH2:16]1.O. Product: [CH2:16]1[C:17]2([CH2:22][CH2:21][CH2:20][CH2:19][N:18]2[C:23]2[N:27]3[CH:28]=[C:29]([O:12][C@H:5]4[C:6]5[C:11](=[CH:10][CH:9]=[CH:8][CH:7]=5)[C@@H:2]([NH2:1])[CH2:3][CH2:4]4)[CH:30]=[CH:31][C:26]3=[N:25][N:24]=2)[CH2:15]1. The catalyst class is: 3. (5) Reactant: [CH2:1]([O:3][C:4]([C:6]1([C:9]2[O:13][N:12]=[C:11]([C:14]3[CH:19]=[CH:18][C:17]([O:20][Si:21]([CH:28]([CH3:30])[CH3:29])([CH:25]([CH3:27])[CH3:26])[CH:22]([CH3:24])[CH3:23])=[CH:16][CH:15]=3)[CH:10]=2)[CH2:8][CH2:7]1)=[O:5])[CH3:2].[Br:31]N1C(=O)CCC1=O. Product: [CH2:1]([O:3][C:4]([C:6]1([C:9]2[O:13][N:12]=[C:11]([C:14]3[CH:15]=[CH:16][C:17]([O:20][Si:21]([CH:22]([CH3:23])[CH3:24])([CH:28]([CH3:29])[CH3:30])[CH:25]([CH3:27])[CH3:26])=[CH:18][CH:19]=3)[C:10]=2[Br:31])[CH2:8][CH2:7]1)=[O:5])[CH3:2]. The catalyst class is: 3. (6) Reactant: C([N:8]1[CH2:17][CH:16]([CH3:18])[C:15]2[N:14]=[C:13]([Cl:19])[CH:12]=[CH:11][C:10]=2[CH2:9]1)C1C=CC=CC=1.[CH2:20]([Mg]Br)[CH:21]([CH3:23])[CH3:22]. Product: [ClH:19].[CH2:20]([C:13]1[CH:12]=[CH:11][C:10]2[CH2:9][NH:8][CH2:17][CH:16]([CH3:18])[C:15]=2[N:14]=1)[CH:21]([CH3:23])[CH3:22]. The catalyst class is: 1. (7) Reactant: [Cl:1][C:2]1[C:11]2[N:10]([CH3:12])[O:9][C@H:8]3[NH:13][C@H:14]([C:16]([O:18][C@@H:19]4[C@:28]5([OH:29])[C@H:23]([C@H:24]([C:31]([CH3:33])=[CH2:32])[CH2:25][CH2:26][C@H:27]5[CH3:30])[CH:22]=[C:21]([CH3:34])[C@H:20]4[OH:35])=[O:17])[CH2:15][C@@:7]3([OH:36])[C:6]=2[CH:5]=[CH:4][CH:3]=1.[C:37](O[C:37](=[O:43])[CH2:38][CH2:39][CH2:40][CH2:41][CH3:42])(=[O:43])[CH2:38][CH2:39][CH2:40][CH2:41][CH3:42]. Product: [Cl:1][C:2]1[C:11]2[N:10]([CH3:12])[O:9][C@H:8]3[NH:13][C@H:14]([C:16]([O:18][C@@H:19]4[C@:28]5([OH:29])[C@H:23]([C@H:24]([C:31]([CH3:33])=[CH2:32])[CH2:25][CH2:26][C@H:27]5[CH3:30])[CH:22]=[C:21]([CH3:34])[C@H:20]4[O:35][C:37](=[O:43])[CH2:38][CH2:39][CH2:40][CH2:41][CH3:42])=[O:17])[CH2:15][C@@:7]3([OH:36])[C:6]=2[CH:5]=[CH:4][CH:3]=1. The catalyst class is: 119.